From a dataset of Reaction yield outcomes from USPTO patents with 853,638 reactions. Predict the reaction yield, written as a fraction of the theoretical maximum amount of product (1.0 means a 100% yield; for example, 0.34 means a 34% yield). (1) The reactants are Cl[C:2]1[N:3]2[N:14]=[CH:13][C:12]([C:15]#[N:16])=[C:4]2[N:5]=[C:6]2[C:11]=1[CH2:10][CH2:9][CH2:8][CH2:7]2.CCN(CC)CC.[CH3:24][O:25][CH2:26][CH2:27][OH:28]. No catalyst specified. The product is [CH3:24][O:25][CH2:26][CH2:27][O:28][C:2]1[N:3]2[N:14]=[CH:13][C:12]([C:15]#[N:16])=[C:4]2[N:5]=[C:6]2[C:11]=1[CH2:10][CH2:9][CH2:8][CH2:7]2. The yield is 0.0900. (2) The catalyst is C(Cl)Cl. The product is [Cl:1][C:2]1[CH:8]=[C:7]([O:9][C:10]2[C:19]3[C:14](=[CH:15][C:16]([O:22][CH3:23])=[C:17]([O:20][CH3:21])[CH:18]=3)[N:13]=[CH:12][N:11]=2)[CH:6]=[CH:5][C:3]=1[NH:4][C:42](=[O:48])[O:43][CH2:44][C:57]1[CH:54]=[CH:53][C:52]([O:51][CH3:50])=[C:59]([O:60][CH3:61])[CH:58]=1. The yield is 0.420. The reactants are [Cl:1][C:2]1[CH:8]=[C:7]([O:9][C:10]2[C:19]3[C:14](=[CH:15][C:16]([O:22][CH3:23])=[C:17]([O:20][CH3:21])[CH:18]=3)[N:13]=[CH:12][N:11]=2)[CH:6]=[CH:5][C:3]=1[NH2:4].C1(C)C=CC=CC=1.C(N(CC)CC)C.ClC(Cl)(O[C:42](=[O:48])[O:43][C:44](Cl)(Cl)Cl)Cl.[CH3:50][O:51][C:52]1[CH:53]=[C:54]([CH:57]=[CH:58][C:59]=1[O:60][CH3:61])CO. (3) The reactants are [CH:1]1[C:2]([CH2:10][C@@H:11]([NH2:28])[CH2:12][C:13]([N:15]2[CH2:27][C:19]3=[N:20][N:21]=[C:22]([C:23]([F:26])([F:25])[F:24])[N:18]3[CH2:17][CH2:16]2)=[O:14])=[C:3]([F:9])[CH:4]=[C:5]([F:8])[C:6]=1[F:7].O.OP(O)(O)=O.[OH-].[Na+]. The catalyst is O. The product is [CH:1]1[C:2]([CH2:10][C@@H:11]([NH2:28])[CH2:12][C:13]([N:15]2[CH2:27][C:19]3=[N:20][N:21]=[C:22]([C:23]([F:26])([F:25])[F:24])[N:18]3[CH2:17][CH2:16]2)=[O:14])=[C:3]([F:9])[CH:4]=[C:5]([F:8])[C:6]=1[F:7]. The yield is 0.950.